This data is from Forward reaction prediction with 1.9M reactions from USPTO patents (1976-2016). The task is: Predict the product of the given reaction. (1) Given the reactants C([O:8][C:9]1[CH:10]=[CH:11][C:12]([CH:20]([OH:35])[CH2:21][NH:22][C:23]2([CH2:26][C:27]3[CH:32]=[CH:31][C:30]([O:33][CH3:34])=[CH:29][CH:28]=3)[CH2:25][CH2:24]2)=[C:13]2[C:18]=1[NH:17][C:16](=[O:19])[CH:15]=[CH:14]2)C1C=CC=CC=1, predict the reaction product. The product is: [OH:8][C:9]1[CH:10]=[CH:11][C:12]([CH:20]([OH:35])[CH2:21][NH:22][C:23]2([CH2:26][C:27]3[CH:28]=[CH:29][C:30]([O:33][CH3:34])=[CH:31][CH:32]=3)[CH2:24][CH2:25]2)=[C:13]2[C:18]=1[NH:17][C:16](=[O:19])[CH:15]=[CH:14]2. (2) Given the reactants C([O:3][C:4](=[O:35])[CH2:5][N:6]([S:29]([N:32]([CH3:34])[CH3:33])(=[O:31])=[O:30])[CH2:7][C:8]1[CH:13]=[CH:12][CH:11]=[C:10]([O:14][CH2:15][CH2:16][C:17]2[N:18]=[C:19]([C:23]3[CH:28]=[CH:27][CH:26]=[CH:25][CH:24]=3)[O:20][C:21]=2[CH3:22])[CH:9]=1)C.O.[OH-].[Li+], predict the reaction product. The product is: [CH3:33][N:32]([S:29]([N:6]([CH2:5][C:4]([OH:35])=[O:3])[CH2:7][C:8]1[CH:13]=[CH:12][CH:11]=[C:10]([O:14][CH2:15][CH2:16][C:17]2[N:18]=[C:19]([C:23]3[CH:28]=[CH:27][CH:26]=[CH:25][CH:24]=3)[O:20][C:21]=2[CH3:22])[CH:9]=1)(=[O:30])=[O:31])[CH3:34].